From a dataset of Catalyst prediction with 721,799 reactions and 888 catalyst types from USPTO. Predict which catalyst facilitates the given reaction. (1) Reactant: [Br-:1].[Li+].CS(O[C@@H:8]([CH2:12][C:13]1[CH:18]=[CH:17][CH:16]=[CH:15][CH:14]=1)[C:9]([OH:11])=[O:10])(=O)=O.C(OC(C)C)(C)C. Product: [Br:1][C@H:8]([CH2:12][C:13]1[CH:18]=[CH:17][CH:16]=[CH:15][CH:14]=1)[C:9]([OH:11])=[O:10]. The catalyst class is: 6. (2) Reactant: [Cl:1][C:2]1[CH:7]=[C:6]([O:8][C:9]2[C:14]([F:15])=[CH:13][C:12]([NH:16][C:17]([C:19]3[C:20](=[O:35])[N:21]([C:28]4[CH:33]=[CH:32][C:31]([F:34])=[CH:30][CH:29]=4)[CH:22]=[CH:23][C:24]=3[O:25][CH2:26][CH3:27])=[O:18])=[C:11]([F:36])[CH:10]=2)[CH:5]=[CH:4][N:3]=1.[C:37]([O-])([O-])=O.[K+].[K+]. Product: [Cl:1][C:2]1[CH:7]=[C:6]([O:8][C:9]2[C:14]([F:15])=[CH:13][C:12]([NH:16][C:17]([C:19]3[C:20](=[O:35])[N:21]([C:28]4[CH:33]=[CH:32][C:31]([F:34])=[CH:30][CH:29]=4)[CH:22]=[CH:23][C:24]=3[O:25][CH:26]([CH3:37])[CH3:27])=[O:18])=[C:11]([F:36])[CH:10]=2)[CH:5]=[CH:4][N:3]=1. The catalyst class is: 32. (3) Reactant: [Cl:1][C:2]1[CH:3]=[C:4]2[C:8](=[CH:9][CH:10]=1)[NH:7][CH:6]=[C:5]2[CH2:11][CH2:12][NH:13][C:14](=[O:23])[C:15]1[CH:20]=[CH:19][CH:18]=[C:17]([CH2:21]Cl)[CH:16]=1.[C:24]1([CH3:33])[CH:29]=[CH:28][CH:27]=[C:26](B(O)O)[CH:25]=1.C(=O)([O-])[O-].[Na+].[Na+].[I-].[Na+]. Product: [Cl:1][C:2]1[CH:3]=[C:4]2[C:8](=[CH:9][CH:10]=1)[NH:7][CH:6]=[C:5]2[CH2:11][CH2:12][NH:13][C:14](=[O:23])[C:15]1[CH:20]=[CH:19][CH:18]=[C:17]([CH2:21][C:26]2[CH:27]=[CH:28][CH:29]=[C:24]([CH3:33])[CH:25]=2)[CH:16]=1. The catalyst class is: 437. (4) The catalyst class is: 575. Reactant: [CH3:1][O:2][C:3](=[O:26])[C:4]1[CH:14]=[C:13]([NH:15][C:16]([O:18][CH2:19][C:20]2[CH:25]=[CH:24][CH:23]=[CH:22][CH:21]=2)=[O:17])[CH:12]=[C:6]([C:7]([N:9]([CH3:11])[CH3:10])=[O:8])[CH:5]=1.[H-].[Na+].Br[CH2:30][CH2:31][CH2:32][CH:33]=[CH2:34].[Cl-].[NH4+]. Product: [CH3:1][O:2][C:3](=[O:26])[C:4]1[CH:14]=[C:13]([N:15]([C:16]([O:18][CH2:19][C:20]2[CH:25]=[CH:24][CH:23]=[CH:22][CH:21]=2)=[O:17])[CH2:34][CH2:33][CH2:32][CH:31]=[CH2:30])[CH:12]=[C:6]([C:7]([N:9]([CH3:11])[CH3:10])=[O:8])[CH:5]=1. (5) Reactant: [Cl:1][C:2]1[CH:36]=[CH:35][C:5]([CH2:6][N:7]2[C:15]3[C:10](=[N:11]C(C#N)=[N:13][C:14]=3[NH:16][C@@H:17]([CH:19]3[CH2:22][CH2:21][CH2:20]3)[CH3:18])[N:9]=[C:8]2[C:25]2[CH:30]=[C:29]([CH3:31])[CH:28]=[CH:27][C:26]=2[O:32][CH2:33][CH3:34])=[CH:4][CH:3]=1.[OH-:37].[Na+].Cl.[CH2:40]([OH:42])[CH3:41]. Product: [Cl:1][C:2]1[CH:36]=[CH:35][C:5]([CH2:6][N:7]2[C:15]3[C:10](=[N:11][C:41]([C:40]([OH:37])=[O:42])=[N:13][C:14]=3[NH:16][C@@H:17]([CH:19]3[CH2:22][CH2:21][CH2:20]3)[CH3:18])[N:9]=[C:8]2[C:25]2[CH:30]=[C:29]([CH3:31])[CH:28]=[CH:27][C:26]=2[O:32][CH2:33][CH3:34])=[CH:4][CH:3]=1. The catalyst class is: 6. (6) Reactant: [N:1]1[CH:6]=[CH:5][C:4]([C:7]2[C:8]([O:13][C:14]3[CH:19]=[CH:18][C:17]([NH2:20])=[CH:16][CH:15]=3)=[N:9][CH:10]=[CH:11][CH:12]=2)=[CH:3][CH:2]=1.Cl[C:22]1[CH:27]=[CH:26][CH:25]=[CH:24][N:23]=1.C1C=CC(P(C2C(C3C(P(C4C=CC=CC=4)C4C=CC=CC=4)=CC=C4C=3C=CC=C4)=C3C(C=CC=C3)=CC=2)C2C=CC=CC=2)=CC=1.CC(C)([O-])C.[Na+]. Product: [N:1]1[CH:2]=[CH:3][C:4]([C:7]2[C:8]([O:13][C:14]3[CH:19]=[CH:18][C:17]([NH:20][C:22]4[CH:27]=[CH:26][CH:25]=[CH:24][N:23]=4)=[CH:16][CH:15]=3)=[N:9][CH:10]=[CH:11][CH:12]=2)=[CH:5][CH:6]=1. The catalyst class is: 167. (7) Product: [CH2:1]([S:8][C:9]1[N:14]2[N:15]=[CH:16][CH:17]=[C:13]2[N:12]=[C:11]([NH:23][C:22]2[CH:24]=[CH:25][CH:26]=[C:20]([Cl:19])[CH:21]=2)[CH:10]=1)[C:2]1[CH:7]=[CH:6][CH:5]=[CH:4][CH:3]=1. The catalyst class is: 8. Reactant: [CH2:1]([S:8][C:9]1[N:14]2[N:15]=[CH:16][CH:17]=[C:13]2[N:12]=[C:11](Cl)[CH:10]=1)[C:2]1[CH:7]=[CH:6][CH:5]=[CH:4][CH:3]=1.[Cl:19][C:20]1[CH:21]=[C:22]([CH:24]=[CH:25][CH:26]=1)[NH2:23].Cl.O1CCOCC1. (8) The catalyst class is: 10. Product: [CH2:18]([O:1][C:2]1[C:3]([CH2:10][OH:11])=[N:4][C:5]([CH2:8][OH:9])=[CH:6][CH:7]=1)[C:19]1[CH:24]=[CH:23][CH:22]=[CH:21][CH:20]=1. Reactant: [OH:1][C:2]1[C:3]([CH2:10][OH:11])=[N:4][C:5]([CH2:8][OH:9])=[CH:6][CH:7]=1.C([O-])([O-])=O.[K+].[K+].[CH2:18](Br)[C:19]1[CH:24]=[CH:23][CH:22]=[CH:21][CH:20]=1. (9) Reactant: C([O:8][C:9]1[C:14]([CH3:15])=[C:13]([CH3:16])[C:12]([O:17]CC2C=CC=CC=2)=[C:11]([CH3:25])[C:10]=1[CH2:26][CH2:27][NH2:28])C1C=CC=CC=1.Cl[C:30]1[CH:35]=[C:34]([C:36]([F:39])([F:38])[F:37])[CH:33]=[CH:32][N:31]=1.C(N(C(C)C)CC)(C)C.O. Product: [CH3:15][C:14]1[C:9](=[O:8])[C:10]([CH2:26][CH2:27][NH:28][C:30]2[CH:35]=[C:34]([C:36]([F:39])([F:38])[F:37])[CH:33]=[CH:32][N:31]=2)=[C:11]([CH3:25])[C:12](=[O:17])[C:13]=1[CH3:16]. The catalyst class is: 16. (10) Reactant: Cl.[NH2:2][C@@H:3]([CH2:12][CH:13]([CH3:15])[CH3:14])[C:4]([NH:6][CH2:7][C:8]([O:10][CH3:11])=[O:9])=[O:5].[C:16]([O:20][C:21]([NH:23][CH2:24][CH2:25][CH2:26][CH2:27][CH2:28][C:29](O)=[O:30])=[O:22])([CH3:19])([CH3:18])[CH3:17].CN(C(ON1N=NC2C=CC=NC1=2)=[N+](C)C)C.F[P-](F)(F)(F)(F)F.CCN(C(C)C)C(C)C. Product: [CH2:12]([C@@H:3]([C:4](=[O:5])[NH:6][CH2:7][C:8]([O:10][CH3:11])=[O:9])[NH:2][C:29](=[O:30])[CH2:28][CH2:27][CH2:26][CH2:25][CH2:24][NH:23][C:21](=[O:22])[O:20][C:16]([CH3:17])([CH3:18])[CH3:19])[CH:13]([CH3:15])[CH3:14]. The catalyst class is: 1.